From a dataset of Reaction yield outcomes from USPTO patents with 853,638 reactions. Predict the reaction yield, written as a fraction of the theoretical maximum amount of product (1.0 means a 100% yield; for example, 0.34 means a 34% yield). (1) The reactants are [N:1]1[CH:6]=[CH:5][CH:4]=[C:3]([C:7]2[CH:8]=[CH:9][C:10]3[N:11]([C:13]([CH:16]=[O:17])=[CH:14][N:15]=3)[CH:12]=2)[CH:2]=1.N1C2[C:22](=[CH:19][CH:20]=[CH:21][CH:22]=2)[CH:21]=[C:20](B(O)O)[CH:19]=1. No catalyst specified. The product is [N:1]1[C:6]2[C:5](=[CH:19][CH:20]=[CH:21][CH:22]=2)[CH:4]=[C:3]([C:7]2[CH:8]=[CH:9][C:10]3[N:11]([C:13]([CH:16]=[O:17])=[CH:14][N:15]=3)[CH:12]=2)[CH:2]=1. The yield is 0.660. (2) The reactants are [CH3:1][O:2][C:3]1[CH:20]=[C:19]([C:21]([O-:23])=[O:22])[CH:18]=[C:17]2[C:4]=1[C@H:5]1[C@H:14]([CH2:15][S:16]2(=[O:25])=[O:24])[C@:13]2([CH3:26])[C@H:8]([C:9]([CH3:28])([CH3:27])[CH2:10][CH2:11][CH2:12]2)[CH2:7][CH2:6]1.O[Li].O.[CH2:32]1COCC1. The catalyst is O. The product is [CH3:1][O:2][C:3]1[CH:20]=[C:19]([C:21]([OH:23])=[O:22])[CH:18]=[C:17]2[C:4]=1[C@@:5]1([CH3:32])[C@H:14]([CH2:15][S:16]2(=[O:25])=[O:24])[C@:13]2([CH3:26])[C@H:8]([C:9]([CH3:28])([CH3:27])[CH2:10][CH2:11][CH2:12]2)[CH2:7][CH2:6]1. The yield is 0.980. (3) The reactants are [CH3:1][O:2][C:3]1[CH:31]=[CH:30][C:6]([CH2:7][N:8]2[CH:12]=[C:11]([C:13]3[CH:18]=[CH:17][N:16]=[C:15]([NH:19][CH3:20])[CH:14]=3)[C:10]([C:21]3[CH:26]=[CH:25][CH:24]=[C:23]([N+:27]([O-])=O)[CH:22]=3)=[N:9]2)=[CH:5][CH:4]=1.[Cl-].[NH4+].C(OCC)C. The catalyst is O1CCOCC1.O.[Zn]. The product is [NH2:27][C:23]1[CH:22]=[C:21]([C:10]2[C:11]([C:13]3[CH:18]=[CH:17][N:16]=[C:15]([NH:19][CH3:20])[CH:14]=3)=[CH:12][N:8]([CH2:7][C:6]3[CH:5]=[CH:4][C:3]([O:2][CH3:1])=[CH:31][CH:30]=3)[N:9]=2)[CH:26]=[CH:25][CH:24]=1. The yield is 0.930. (4) The reactants are [NH2:1][C:2]1[CH:7]=[CH:6][C:5]([CH2:8][CH2:9][CH2:10][CH2:11][OH:12])=[C:4]([C:13]([F:16])([F:15])[F:14])[CH:3]=1.[C:17](O[C:17]([O:19][C:20]([CH3:23])([CH3:22])[CH3:21])=[O:18])([O:19][C:20]([CH3:23])([CH3:22])[CH3:21])=[O:18].C(N(C(C)C)CC)(C)C.C(=O)(O)[O-].[Na+]. The catalyst is C(Cl)Cl. The product is [C:20]([O:19][C:17](=[O:18])[NH:1][C:2]1[CH:7]=[CH:6][C:5]([CH2:8][CH2:9][CH2:10][CH2:11][OH:12])=[C:4]([C:13]([F:14])([F:15])[F:16])[CH:3]=1)([CH3:23])([CH3:22])[CH3:21]. The yield is 0.970. (5) The reactants are [F:1][C:2]1[CH:7]=[CH:6][C:5]([F:8])=[CH:4][C:3]=1[C@H:9]1[CH2:13][CH2:12][CH2:11][N:10]1[C:14]1[CH:19]=[CH:18][N:17]2[N:20]=[CH:21][C:22]([NH2:23])=[C:16]2[N:15]=1.[F:24][C:25]1[CH:30]=[CH:29][C:28]([N:31]=[C:32]=[O:33])=[CH:27][CH:26]=1.CCN(C(C)C)C(C)C. The catalyst is C(Cl)Cl. The product is [F:1][C:2]1[CH:7]=[CH:6][C:5]([F:8])=[CH:4][C:3]=1[C@H:9]1[CH2:13][CH2:12][CH2:11][N:10]1[C:14]1[CH:19]=[CH:18][N:17]2[N:20]=[CH:21][C:22]([NH:23][C:32]([NH:31][C:28]3[CH:29]=[CH:30][C:25]([F:24])=[CH:26][CH:27]=3)=[O:33])=[C:16]2[N:15]=1. The yield is 0.840. (6) The reactants are Br[C:2]1[CH:3]=[C:4]2[C:11]3([N:15]=[C:14]([NH2:16])[C:13]([CH3:17])=[N:12]3)[CH2:10][CH2:9][O:8][C:5]2=[CH:6][CH:7]=1.[Cl:18][C:19]1[CH:20]=[C:21](B(O)O)[CH:22]=[N:23][CH:24]=1.C([O-])([O-])=O.[K+].[K+]. The catalyst is O1CCOCC1.Cl[Pd]Cl.C1(P(C2C=CC=CC=2)[C-]2C=CC=C2)C=CC=CC=1.[C-]1(P(C2C=CC=CC=2)C2C=CC=CC=2)C=CC=C1.[Fe+2]. The product is [Cl:18][C:19]1[CH:20]=[C:21]([C:2]2[CH:3]=[C:4]3[C:11]4([N:15]=[C:14]([NH2:16])[C:13]([CH3:17])=[N:12]4)[CH2:10][CH2:9][O:8][C:5]3=[CH:6][CH:7]=2)[CH:22]=[N:23][CH:24]=1. The yield is 0.630. (7) The product is [Cl:8][C:9]1[CH:14]=[CH:13][C:12]([N:15]([CH2:31][CH2:32][N:33]([CH2:36][CH3:37])[CH2:34][CH3:35])[C:16]([N:18]2[CH2:19][CH2:20][N:21]([C:24]3[C:49]4[C@H:56]([CH3:57])[CH2:55][CH2:54][C:50]=4[N:51]=[CH:52][N:53]=3)[CH2:22][CH2:23]2)=[O:17])=[CH:11][CH:10]=1. The reactants are FC(F)(F)C(O)=O.[Cl:8][C:9]1[CH:14]=[CH:13][C:12]([N:15]([CH2:31][CH2:32][N:33]([CH2:36][CH3:37])[CH2:34][CH3:35])[C:16]([N:18]2[CH2:23][CH2:22][N:21]([C:24](OC(C)(C)C)=O)[CH2:20][CH2:19]2)=[O:17])=[CH:11][CH:10]=1.C(N(CC)C(C)C)(C)C.ClC1[C:49]2[C@H:56]([CH3:57])[CH2:55][CH2:54][C:50]=2[N:51]=[CH:52][N:53]=1. The catalyst is C(Cl)Cl.O. The yield is 0.120.